Dataset: Reaction yield outcomes from USPTO patents with 853,638 reactions. Task: Predict the reaction yield, written as a fraction of the theoretical maximum amount of product (1.0 means a 100% yield; for example, 0.34 means a 34% yield). (1) The reactants are Cl[CH:2]([CH:14]1[CH2:19][CH2:18][CH2:17][CH2:16][CH2:15]1)[C:3]1[O:4][C:5]2[C:11]([O:12][CH3:13])=[CH:10][CH:9]=[CH:8][C:6]=2[CH:7]=1.[NH2:20][C:21]1[CH:26]=[CH:25][C:24]([C:27]([N:29]([CH3:37])[CH2:30][CH2:31][C:32]([O:34]CC)=[O:33])=[O:28])=[CH:23][CH:22]=1. No catalyst specified. The product is [CH:14]1([CH:2]([NH:20][C:21]2[CH:22]=[CH:23][C:24]([C:27]([N:29]([CH3:37])[CH2:30][CH2:31][C:32]([OH:34])=[O:33])=[O:28])=[CH:25][CH:26]=2)[C:3]2[O:4][C:5]3[C:11]([O:12][CH3:13])=[CH:10][CH:9]=[CH:8][C:6]=3[CH:7]=2)[CH2:19][CH2:18][CH2:17][CH2:16][CH2:15]1. The yield is 0.0700. (2) The catalyst is O1CCCC1.[Br-].[Zn+2].[Br-].C1C=CC([P]([Pd]([P](C2C=CC=CC=2)(C2C=CC=CC=2)C2C=CC=CC=2)([P](C2C=CC=CC=2)(C2C=CC=CC=2)C2C=CC=CC=2)[P](C2C=CC=CC=2)(C2C=CC=CC=2)C2C=CC=CC=2)(C2C=CC=CC=2)C2C=CC=CC=2)=CC=1. The product is [C:14]([C:13]1[CH:16]=[C:9]([C:31]#[C:30][C:27]2[CH:28]=[CH:29][C:18]([F:17])=[C:19]([CH:26]=2)[CH2:20][NH:21][S:22]([CH3:25])(=[O:24])=[O:23])[CH:10]=[N:11][CH:12]=1)#[N:15]. The yield is 0.500. The reactants are C(N(CC)CC)C.Br[C:9]1[CH:10]=[N:11][CH:12]=[C:13]([CH:16]=1)[C:14]#[N:15].[F:17][C:18]1[CH:29]=[CH:28][C:27]([C:30]#[C:31][Si](C)(C)C)=[CH:26][C:19]=1[CH2:20][NH:21][S:22]([CH3:25])(=[O:24])=[O:23].[F-].C([N+](CCCC)(CCCC)CCCC)CCC. (3) The reactants are [N:1]12[CH2:8][CH2:7][CH:4]([CH2:5][CH2:6]1)[CH:3]([O:9][C:10](=[O:19])[NH:11][C:12]1[CH:17]=[CH:16][CH:15]=[C:14](Br)[CH:13]=1)[CH2:2]2.[CH3:20][O:21][C:22]1[CH:23]=[C:24](B(O)O)[CH:25]=[CH:26][CH:27]=1. No catalyst specified. The product is [N:1]12[CH2:8][CH2:7][CH:4]([CH2:5][CH2:6]1)[CH:3]([O:9][C:10](=[O:19])[NH:11][C:12]1[CH:13]=[C:14]([C:26]3[CH:25]=[CH:24][CH:23]=[C:22]([O:21][CH3:20])[CH:27]=3)[CH:15]=[CH:16][CH:17]=1)[CH2:2]2. The yield is 0.710.